From a dataset of Forward reaction prediction with 1.9M reactions from USPTO patents (1976-2016). Predict the product of the given reaction. (1) Given the reactants [CH:1]1([N:4]([CH:43]2[CH2:45][CH2:44]2)[C:5]([C:7]2[N:40]([CH2:41][CH3:42])[C:10]3=[N:11][C:12]([NH:19]/[C:20](/[NH:29][N:30]([CH2:38][CH3:39])C(OC(C)(C)C)=O)=[CH:21]/[C:22](=O)[CH:23]([O:26]C)OC)=[C:13]4[N:17]=[CH:16][N:15]([CH3:18])[C:14]4=[C:9]3[CH:8]=2)=[O:6])[CH2:3][CH2:2]1.C(O)(C(F)(F)F)=O, predict the reaction product. The product is: [CH:43]1([N:4]([CH:1]2[CH2:2][CH2:3]2)[C:5]([C:7]2[N:40]([CH2:41][CH3:42])[C:10]3=[N:11][C:12]([NH:19][C:20]4[CH:21]=[C:22]([CH:23]=[O:26])[N:30]([CH2:38][CH3:39])[N:29]=4)=[C:13]4[N:17]=[CH:16][N:15]([CH3:18])[C:14]4=[C:9]3[CH:8]=2)=[O:6])[CH2:44][CH2:45]1. (2) Given the reactants [CH2:1]([C:8]1[S:12][C:11]2[CH:13]=[CH:14][CH:15]=[CH:16][C:10]=2[C:9]=1[CH2:17][CH2:18][C:19]1[CH:24]=[CH:23][C:22]([O:25]C)=[CH:21][CH:20]=1)[C:2]1[CH:7]=[CH:6][CH:5]=[CH:4][CH:3]=1.B(Br)(Br)Br, predict the reaction product. The product is: [CH2:1]([C:8]1[S:12][C:11]2[CH:13]=[CH:14][CH:15]=[CH:16][C:10]=2[C:9]=1[CH2:17][CH2:18][C:19]1[CH:24]=[CH:23][C:22]([OH:25])=[CH:21][CH:20]=1)[C:2]1[CH:7]=[CH:6][CH:5]=[CH:4][CH:3]=1. (3) Given the reactants [Cl:1][C:2]1[C:11]2[C:6](=[CH:7][C:8]([S:12]([N:15]([C:25]3[CH:29]=[CH:28][O:27][N:26]=3)[CH2:16][C:17]3[CH:22]=[CH:21][C:20]([O:23][CH3:24])=[CH:19][CH:18]=3)(=[O:14])=[O:13])=[CH:9][CH:10]=2)[C:5](=[O:30])[NH:4][N:3]=1.[C:31](=O)([O-])[O-].[K+].[K+].CN(C=O)C.IC, predict the reaction product. The product is: [Cl:1][C:2]1[C:11]2[C:6](=[CH:7][C:8]([S:12]([N:15]([C:25]3[CH:29]=[CH:28][O:27][N:26]=3)[CH2:16][C:17]3[CH:18]=[CH:19][C:20]([O:23][CH3:24])=[CH:21][CH:22]=3)(=[O:13])=[O:14])=[CH:9][CH:10]=2)[C:5](=[O:30])[N:4]([CH3:31])[N:3]=1. (4) Given the reactants Cl[C:2]1[C:3]2[N:11]=[N:10][N:9]([CH2:12][C:13]3[CH:18]=[CH:17][CH:16]=[C:15]([C:19]([OH:22])([CH3:21])[CH3:20])[N:14]=3)[C:4]=2[N:5]=[C:6]([NH2:8])[N:7]=1.[CH3:23][C:24]1[N:25]=[CH:26][S:27][CH:28]=1, predict the reaction product. The product is: [CH3:23][C:24]1[N:25]=[C:26]([C:2]2[C:3]3[N:11]=[N:10][N:9]([CH2:12][C:13]4[CH:18]=[CH:17][CH:16]=[C:15]([C:19]([OH:22])([CH3:21])[CH3:20])[N:14]=4)[C:4]=3[N:5]=[C:6]([NH2:8])[N:7]=2)[S:27][CH:28]=1. (5) Given the reactants [CH3:1][CH:2]1[CH2:6][C:5]2[CH:7]=[C:8]([S:11]([CH3:14])(=[O:13])=[O:12])[CH:9]=[CH:10][C:4]=2[O:3]1.[Br:15]Br, predict the reaction product. The product is: [Br:15][C:10]1[C:4]2[O:3][CH:2]([CH3:1])[CH2:6][C:5]=2[CH:7]=[C:8]([S:11]([CH3:14])(=[O:13])=[O:12])[CH:9]=1. (6) Given the reactants [CH2:1]([O:8][C:9]([NH:11][CH:12]([C:16]1[CH:21]=[CH:20][CH:19]=[C:18]([O:22][CH2:23][C:24]2[CH:29]=[CH:28][CH:27]=[CH:26][CH:25]=2)[CH:17]=1)[C:13]([OH:15])=[O:14])=[O:10])[C:2]1[CH:7]=[CH:6][CH:5]=[CH:4][CH:3]=1.C1(N=C=NC2CCCCC2)CCCCC1.O.ON1C2C=CC=CC=2N=N1.[N:56]12[CH2:63][CH2:62][CH:59]([CH2:60][CH2:61]1)[C@@H:58](O)[CH2:57]2, predict the reaction product. The product is: [N:56]12[CH2:63][CH2:62][CH:59]([CH2:60][CH2:61]1)[C@@H:58]([O:14][C:13](=[O:15])[CH:12]([NH:11][C:9]([O:8][CH2:1][C:2]1[CH:7]=[CH:6][CH:5]=[CH:4][CH:3]=1)=[O:10])[C:16]1[CH:21]=[CH:20][CH:19]=[C:18]([O:22][CH2:23][C:24]3[CH:29]=[CH:28][CH:27]=[CH:26][CH:25]=3)[CH:17]=1)[CH2:57]2. (7) Given the reactants Cl.[OH:2][NH2:3].CC([O-])=O.[Na+].[C:9]([C:17]1[CH:22]=[CH:21][CH:20]=[CH:19][CH:18]=1)(=O)[C:10]1[CH:15]=[CH:14][CH:13]=[CH:12][CH:11]=1, predict the reaction product. The product is: [C:9](=[N:3][OH:2])([C:17]1[CH:22]=[CH:21][CH:20]=[CH:19][CH:18]=1)[C:10]1[CH:15]=[CH:14][CH:13]=[CH:12][CH:11]=1. (8) Given the reactants [NH:1]1[CH2:6][CH2:5][CH:4]([C:7]2[NH:11][N:10]=[C:9]([C:12]3[CH:17]=[CH:16][C:15]([Cl:18])=[CH:14][CH:13]=3)[C:8]=2[C:19]2[CH:24]=[CH:23][N:22]=[CH:21][N:20]=2)[CH2:3][CH2:2]1.CCN(C(C)C)C(C)C.ON1C2C=CC=CC=2N=N1.[C:44](O)(=[O:47])[CH2:45][OH:46].Cl.CN(C)CCCN=C=NCC.Cl, predict the reaction product. The product is: [OH:47][CH2:44][C:45]([N:11]1[C:7]([CH:4]2[CH2:5][CH2:6][NH:1][CH2:2][CH2:3]2)=[C:8]([C:19]2[CH:24]=[CH:23][N:22]=[CH:21][N:20]=2)[C:9]([C:12]2[CH:13]=[CH:14][C:15]([Cl:18])=[CH:16][CH:17]=2)=[N:10]1)=[O:46].